This data is from Reaction yield outcomes from USPTO patents with 853,638 reactions. The task is: Predict the reaction yield, written as a fraction of the theoretical maximum amount of product (1.0 means a 100% yield; for example, 0.34 means a 34% yield). (1) The reactants are [Cl:1][C:2]([F:11])([F:10])[C:3](=O)/[CH:4]=[CH:5]/OCC.C[N:13](C)[CH:14]=[CH:15][C:16]#[N:17].C([O-])(=O)C.[NH4+].O. The catalyst is C1(C)C=CC=CC=1. The product is [Cl:1][C:2]([F:10])([F:11])[C:3]1[CH:4]=[CH:5][C:15]([C:16]#[N:17])=[CH:14][N:13]=1. The yield is 0.410. (2) The reactants are [N-:1]=[C:2]=[S:3].[Na+].N1C=CC=CC=1.CS(O[N:16]=[C:17](Cl)[C@H:18]1[CH2:22][O:21][C:20]2([CH2:27][CH2:26][CH2:25][CH2:24][CH2:23]2)[O:19]1)(=O)=O.[CH3:29][C:30]1[C:31]([S:36][C:37]2[CH:38]=[C:39]([O:44][C:45]3[C:46]([CH3:51])=[N:47][CH:48]=[CH:49][CH:50]=3)[C:40]([NH2:43])=[N:41][CH:42]=2)=[N:32][CH:33]=[CH:34][CH:35]=1. The catalyst is C(#N)C. The product is [CH3:29][C:30]1[C:31]([S:36][C:37]2[CH:38]=[C:39]([O:44][C:45]3[C:46]([CH3:51])=[N:47][CH:48]=[CH:49][CH:50]=3)[C:40]([NH:43][C:2]3[S:3][N:16]=[C:17]([C@H:18]4[CH2:22][O:21][C:20]5([CH2:23][CH2:24][CH2:25][CH2:26][CH2:27]5)[O:19]4)[N:1]=3)=[N:41][CH:42]=2)=[N:32][CH:33]=[CH:34][CH:35]=1. The yield is 0.668. (3) The reactants are [C:1]([OH:8])(=[O:7])/[CH:2]=[CH:3]\[C:4]([OH:6])=[O:5].[CH3:9][N:10]([CH2:12][C@@H:13]1[CH2:18][CH2:17][CH2:16][CH2:15][C@H:14]1[C:19]1[CH:20]=[C:21]([OH:25])[CH:22]=[CH:23][CH:24]=1)[CH3:11]. The catalyst is C(OCC)(=O)C. The product is [C:1]([OH:8])(=[O:7])/[CH:2]=[CH:3]\[C:4]([OH:6])=[O:5].[CH3:11][N:10]([CH2:12][C@@H:13]1[CH2:18][CH2:17][CH2:16][CH2:15][C@H:14]1[C:19]1[CH:20]=[C:21]([OH:25])[CH:22]=[CH:23][CH:24]=1)[CH3:9]. The yield is 0.964.